The task is: Binary Classification. Given a T-cell receptor sequence (or CDR3 region) and an epitope sequence, predict whether binding occurs between them.. This data is from TCR-epitope binding with 47,182 pairs between 192 epitopes and 23,139 TCRs. (1) The epitope is GLCTLVAML. The TCR CDR3 sequence is CASSSQGASEQFF. Result: 1 (the TCR binds to the epitope). (2) The epitope is KLSYGIATV. The TCR CDR3 sequence is CASSQDLSGGRYEQYF. Result: 1 (the TCR binds to the epitope). (3) The epitope is LLWNGPMAV. The TCR CDR3 sequence is CAISLPTNTGELFF. Result: 0 (the TCR does not bind to the epitope). (4) The epitope is EILDITPCSF. The TCR CDR3 sequence is CASSRILGADGYTF. Result: 0 (the TCR does not bind to the epitope). (5) The epitope is KLSYGIATV. The TCR CDR3 sequence is CASSQDQLLLEQFF. Result: 1 (the TCR binds to the epitope). (6) The epitope is FLNGSCGSV. The TCR CDR3 sequence is CATSHPENTEAFF. Result: 1 (the TCR binds to the epitope). (7) The epitope is FTYASALWEI. The TCR CDR3 sequence is CASSFWWGSTDTQYF. Result: 0 (the TCR does not bind to the epitope). (8) The epitope is KLVALGINAV. The TCR CDR3 sequence is CASSQGLAGGDEQFF. Result: 0 (the TCR does not bind to the epitope). (9) The epitope is LEPLVDLPI. The TCR CDR3 sequence is CASSPGGAGELFF. Result: 0 (the TCR does not bind to the epitope). (10) The epitope is YFPLQSYGF. The TCR CDR3 sequence is CASSLDTGRNSPLHF. Result: 0 (the TCR does not bind to the epitope).